This data is from Forward reaction prediction with 1.9M reactions from USPTO patents (1976-2016). The task is: Predict the product of the given reaction. (1) Given the reactants [Cl:1][C:2]1[N:7]=[CH:6][C:5]([CH2:8][CH2:9][NH:10][C:11]2[CH:16]=[CH:15][C:14]([CH3:17])=[CH:13][CH:12]=2)=[CH:4][CH:3]=1.[N:18]([O-])=[O:19].[Na+], predict the reaction product. The product is: [Cl:1][C:2]1[N:7]=[CH:6][C:5]([CH2:8][CH2:9][N:10]([C:11]2[CH:12]=[CH:13][C:14]([CH3:17])=[CH:15][CH:16]=2)[N:18]=[O:19])=[CH:4][CH:3]=1. (2) Given the reactants Br[C:2]1[CH:8]=[CH:7][C:5]([NH2:6])=[CH:4][C:3]=1[O:9][CH3:10].[O:11]1[CH2:16][CH:15]=[C:14](B2OC(C)(C)C(C)(C)O2)[CH2:13][CH2:12]1.C(=O)(O)[O-].[Na+], predict the reaction product. The product is: [O:11]1[CH2:12][CH:13]=[C:14]([C:2]2[CH:8]=[CH:7][C:5]([NH2:6])=[CH:4][C:3]=2[O:9][CH3:10])[CH2:15][CH2:16]1.